This data is from Reaction yield outcomes from USPTO patents with 853,638 reactions. The task is: Predict the reaction yield, written as a fraction of the theoretical maximum amount of product (1.0 means a 100% yield; for example, 0.34 means a 34% yield). (1) The reactants are [O:1]1[C:5]2([CH2:10][CH2:9][CH:8]([NH:11][C:12]3[NH:16][N:15]=[CH:14][CH:13]=3)[CH2:7][CH2:6]2)[O:4][CH2:3][CH2:2]1.N12CCCN=C1CCCCC2.[C:28]([C:30]1[CH:35]=[CH:34][CH:33]=[CH:32][C:31]=1[C:36]1[CH:41]=[CH:40][C:39]([CH2:42][CH:43]([C:49](=O)[CH2:50][CH2:51][CH3:52])[C:44](OCC)=[O:45])=[C:38]([O:54][CH3:55])[CH:37]=1)#[N:29].C(OCC)(=O)C. The catalyst is CCN(C1C=CC=CC=1)CC.O. The product is [O:4]1[C:5]2([CH2:6][CH2:7][CH:8]([N:11]3[C:44](=[O:45])[C:43]([CH2:42][C:39]4[CH:40]=[CH:41][C:36]([C:31]5[C:30]([C:28]#[N:29])=[CH:35][CH:34]=[CH:33][CH:32]=5)=[CH:37][C:38]=4[O:54][CH3:55])=[C:49]([CH2:50][CH2:51][CH3:52])[N:16]4[N:15]=[CH:14][CH:13]=[C:12]34)[CH2:9][CH2:10]2)[O:1][CH2:2][CH2:3]1. The yield is 0.830. (2) The reactants are [ClH:1].C(=[N:15][NH:16][C:17]1[CH:26]=[C:25]([F:27])[C:20]2[NH:21][C:22]([CH3:24])=[N:23][C:19]=2[CH:18]=1)(C1C=CC=CC=1)C1C=CC=CC=1. The catalyst is C(O)C. The product is [ClH:1].[ClH:1].[F:27][C:25]1[C:20]2[NH:21][C:22]([CH3:24])=[N:23][C:19]=2[CH:18]=[C:17]([NH:16][NH2:15])[CH:26]=1. The yield is 0.800. (3) The reactants are [CH3:1][NH:2][CH3:3].Cl[C:5]1[CH:10]=[C:9]([Cl:11])[N:8]=[C:7]([NH:12][C:13]2[CH:18]=[CH:17][CH:16]=[CH:15][CH:14]=2)[N:6]=1. The catalyst is O1CCCC1.C(N(CC)C(C)C)(C)C. The product is [Cl:11][C:9]1[N:8]=[C:7]([NH:12][C:13]2[CH:18]=[CH:17][CH:16]=[CH:15][CH:14]=2)[N:6]=[C:5]([N:2]([CH3:3])[CH3:1])[CH:10]=1. The yield is 0.800. (4) The reactants are Br[C:2]1[CH:7]=[CH:6][C:5]([CH2:8][N:9]2[CH2:14][CH2:13][N:12]([C:15]([O:17][C:18]([CH3:21])([CH3:20])[CH3:19])=[O:16])[CH2:11][CH2:10]2)=[C:4]([CH3:22])[CH:3]=1.[CH3:23][C:24]1[CH:29]=[C:28](B(O)O)[CH:27]=[C:26]([CH3:33])[N:25]=1.C(=O)([O-])[O-].[K+].[K+].O1CCOCC1. The catalyst is C1C=CC([P]([Pd]([P](C2C=CC=CC=2)(C2C=CC=CC=2)C2C=CC=CC=2)([P](C2C=CC=CC=2)(C2C=CC=CC=2)C2C=CC=CC=2)[P](C2C=CC=CC=2)(C2C=CC=CC=2)C2C=CC=CC=2)(C2C=CC=CC=2)C2C=CC=CC=2)=CC=1.O. The product is [CH3:23][C:24]1[CH:29]=[C:28]([C:2]2[CH:7]=[CH:6][C:5]([CH2:8][N:9]3[CH2:14][CH2:13][N:12]([C:15]([O:17][C:18]([CH3:21])([CH3:20])[CH3:19])=[O:16])[CH2:11][CH2:10]3)=[C:4]([CH3:22])[CH:3]=2)[CH:27]=[C:26]([CH3:33])[N:25]=1. The yield is 0.890. (5) The reactants are [CH:1]1([C:4]2[N:5]=[C:6]([CH3:26])[NH:7][C:8](=[O:25])[C:9]=2[CH2:10][C:11]2[CH:16]=[CH:15][C:14]([C:17]3[C:18]([C:23]#[N:24])=[CH:19][CH:20]=[CH:21][CH:22]=3)=[CH:13][CH:12]=2)[CH2:3][CH2:2]1.[C:27]1(B(O)O)[CH:32]=[CH:31][CH:30]=[CH:29][CH:28]=1.C(N(CC)CC)C.N1C=CC=CC=1. The catalyst is C([O-])(=O)C.[Cu+2].C([O-])(=O)C.C(OCC)(=O)C.C(Cl)Cl. The product is [CH:1]1([C:4]2[N:5]=[C:6]([CH3:26])[N:7]([C:27]3[CH:32]=[CH:31][CH:30]=[CH:29][CH:28]=3)[C:8](=[O:25])[C:9]=2[CH2:10][C:11]2[CH:16]=[CH:15][C:14]([C:17]3[C:18]([C:23]#[N:24])=[CH:19][CH:20]=[CH:21][CH:22]=3)=[CH:13][CH:12]=2)[CH2:2][CH2:3]1. The yield is 0.350. (6) The yield is 0.290. The product is [C:23]([C:27]1[CH:31]=[C:30]([NH:32][C:33]([NH:19][C:18]2[CH:20]=[CH:21][CH:22]=[C:16]([O:15][C:6]3[C:5]4[C:10](=[CH:11][C:12]([O:13][CH3:14])=[C:3]([O:2][CH3:1])[CH:4]=4)[N:9]=[CH:8][N:7]=3)[CH:17]=2)=[O:34])[O:29][N:28]=1)([CH3:26])([CH3:24])[CH3:25]. No catalyst specified. The reactants are [CH3:1][O:2][C:3]1[CH:4]=[C:5]2[C:10](=[CH:11][C:12]=1[O:13][CH3:14])[N:9]=[CH:8][N:7]=[C:6]2[O:15][C:16]1[CH:17]=[C:18]([CH:20]=[CH:21][CH:22]=1)[NH2:19].[C:23]([C:27]1[CH:31]=[C:30]([NH:32][C:33](=O)[O:34]C2C=CC=CC=2)[O:29][N:28]=1)([CH3:26])([CH3:25])[CH3:24]. (7) The reactants are [Cl:1][C:2]1[CH:7]=[C:6]([O:8][CH3:9])[C:5]([CH:10]=[CH2:11])=[CH:4][C:3]=1[C:12]1[CH:17]=[C:16]([Cl:18])[CH:15]=[CH:14][C:13]=1[Cl:19].[OH-:20].[Na+].OO. The catalyst is C1COCC1.O. The product is [Cl:19][C:13]1[CH:14]=[CH:15][C:16]([Cl:18])=[CH:17][C:12]=1[C:3]1[C:2]([Cl:1])=[CH:7][C:6]([O:8][CH3:9])=[C:5]([CH2:10][CH2:11][OH:20])[CH:4]=1. The yield is 0.540. (8) The reactants are [C:1]1([Si:7]([C:21]2[CH:26]=[CH:25][CH:24]=[CH:23][CH:22]=2)([C:15]2[CH:20]=[CH:19][CH:18]=[CH:17][CH:16]=2)C2C=CC(O)=CC=2)[CH:6]=[CH:5][CH:4]=[CH:3][CH:2]=1.[C:40]1(P([C:40]2[CH:45]=[CH:44][CH:43]=[CH:42][CH:41]=2)[C:40]2[CH:45]=[CH:44][CH:43]=[CH:42][CH:41]=2)[CH:45]=[CH:44][CH:43]=[CH:42][CH:41]=1.[C:46]([O:50][CH2:51][CH2:52][OH:53])(=[O:49])[CH:47]=[CH2:48].N(C(OCC)=O)=NC(OCC)=O. The catalyst is C1COCC1. The product is [C:46]([O:50][CH2:51][CH:52]([Si:7]([C:1]1[CH:6]=[CH:5][CH:4]=[CH:3][CH:2]=1)([C:15]1[CH:16]=[CH:17][CH:18]=[CH:19][CH:20]=1)[C:21]1[CH:26]=[CH:25][CH:24]=[CH:23][CH:22]=1)[O:53][C:40]1[CH:41]=[CH:42][CH:43]=[CH:44][CH:45]=1)(=[O:49])[CH:47]=[CH2:48]. The yield is 0.510. (9) The reactants are [CH3:1][C:2]([CH3:9])([CH2:7][OH:8])[C:3]([O:5][CH3:6])=[O:4].[C:10]1([CH3:20])[CH:15]=[CH:14][C:13]([S:16](Cl)(=[O:18])=[O:17])=[CH:12][CH:11]=1.N1C=CC=CC=1. The catalyst is CN(C)C1C=CN=CC=1.C1(C)C=CC=CC=1. The product is [CH3:1][C:2]([CH3:9])([CH2:7][O:8][S:16]([C:13]1[CH:14]=[CH:15][C:10]([CH3:20])=[CH:11][CH:12]=1)(=[O:18])=[O:17])[C:3]([O:5][CH3:6])=[O:4]. The yield is 1.00.